Dataset: Forward reaction prediction with 1.9M reactions from USPTO patents (1976-2016). Task: Predict the product of the given reaction. (1) Given the reactants [Cl:1][C:2]1[CH:7]=[C:6]2[NH:8][C:9](=[O:38])[C:10]3([CH:15]([C:16]4[CH:21]=[C:20]([Cl:22])[CH:19]=[CH:18][C:17]=4[O:23][C:24]([CH3:28])([CH3:27])[CH2:25][OH:26])[CH2:14][C:13](=[O:29])[NH:12][CH:11]3[C:30]3[CH:35]=[C:34]([F:36])[CH:33]=[CH:32][C:31]=3[CH3:37])[C:5]2=[CH:4][CH:3]=1.CCN=C=NCCCN(C)C.Cl.C1C=[CH:53][C:54]2[N:59](O)N=N[C:55]=2[CH:56]=1.CCN(C(C)C)C(C)C.C1(N)CCC1, predict the reaction product. The product is: [Cl:1][C:2]1[CH:7]=[C:6]2[NH:8][C:9](=[O:38])[C:10]3([CH:15]([C:16]4[CH:21]=[C:20]([Cl:22])[CH:19]=[CH:18][C:17]=4[O:23][C:24]([C:25](=[O:26])[NH:59][CH:54]4[CH2:53][CH2:56][CH2:55]4)([CH3:28])[CH3:27])[CH2:14][C:13](=[O:29])[NH:12][CH:11]3[C:30]3[CH:35]=[C:34]([F:36])[CH:33]=[CH:32][C:31]=3[CH3:37])[C:5]2=[CH:4][CH:3]=1. (2) Given the reactants [F:1][C:2]1[CH:20]=[CH:19][C:18]([C:21]([F:24])([F:23])[F:22])=[CH:17][C:3]=1[C:4]([NH:6][C:7]1[CH:8]=[CH:9][C:10]([CH3:16])=[C:11]([CH:15]=1)[C:12](O)=[O:13])=[O:5].CN(C(ON1N=NC2C=CC=NC1=2)=[N+](C)C)C.F[P-](F)(F)(F)(F)F.C(N(C(C)C)C(C)C)C.[C:58]1([NH:64][C:65]2[N:70]=[CH:69][C:68]([NH2:71])=[CH:67][N:66]=2)[CH:63]=[CH:62][CH:61]=[CH:60][CH:59]=1, predict the reaction product. The product is: [F:1][C:2]1[CH:20]=[CH:19][C:18]([C:21]([F:24])([F:22])[F:23])=[CH:17][C:3]=1[C:4]([NH:6][C:7]1[CH:8]=[CH:9][C:10]([CH3:16])=[C:11]([C:12]([NH:71][C:68]2[CH:67]=[N:66][C:65]([NH:64][C:58]3[CH:63]=[CH:62][CH:61]=[CH:60][CH:59]=3)=[N:70][CH:69]=2)=[O:13])[CH:15]=1)=[O:5]. (3) Given the reactants [NH:1]1[C:5]2=[N:6][CH:7]=[CH:8][CH:9]=[C:4]2[C:3]2([C:21]3[C:12](=[CH:13][C:14]4[O:19][CH2:18][CH2:17][O:16][C:15]=4[CH:20]=3)[O:11][CH2:10]2)[C:2]1=[O:22].C(=O)([O-])[O-].[Cs+].[Cs+].[I-].[K+].Cl.Cl[CH2:33][C:34]1[C:39]([C:40]([F:43])([F:42])[F:41])=[CH:38][CH:37]=[CH:36][N:35]=1, predict the reaction product. The product is: [F:43][C:40]([F:41])([F:42])[C:39]1[C:34]([CH2:33][N:1]2[C:5]3=[N:6][CH:7]=[CH:8][CH:9]=[C:4]3[C:3]3([C:21]4[C:12](=[CH:13][C:14]5[O:19][CH2:18][CH2:17][O:16][C:15]=5[CH:20]=4)[O:11][CH2:10]3)[C:2]2=[O:22])=[N:35][CH:36]=[CH:37][CH:38]=1. (4) Given the reactants [N+:1]([C:4]1[CH:13]=[CH:12][CH:11]=[C:10]2[C:5]=1[CH:6]=[CH:7][N:8]=[CH:9]2)([O-:3])=[O:2].[OH:14]O, predict the reaction product. The product is: [N+:1]([C:4]1[CH:13]=[CH:12][CH:11]=[C:10]2[C:5]=1[CH:6]=[CH:7][N+:8]([O-:14])=[CH:9]2)([O-:3])=[O:2]. (5) Given the reactants [Si:1]([O:8][CH2:9][CH2:10][C:11]1[S:15][C:14]([CH:16]=[O:17])=[CH:13][CH:12]=1)([C:4]([CH3:7])([CH3:6])[CH3:5])([CH3:3])[CH3:2].[BH4-].[Na+], predict the reaction product. The product is: [Si:1]([O:8][CH2:9][CH2:10][C:11]1[S:15][C:14]([CH2:16][OH:17])=[CH:13][CH:12]=1)([C:4]([CH3:6])([CH3:7])[CH3:5])([CH3:3])[CH3:2]. (6) The product is: [C:8]([O:12][C:13]([NH:15][C@H:16]1[CH2:21][CH2:20][CH2:19][CH2:18][C@H:17]1[NH:22][C:23]1[C:32]([F:33])=[CH:31][C:26]([C:27]([OH:29])=[O:28])=[C:25]([Cl:34])[N:24]=1)=[O:14])([CH3:11])([CH3:9])[CH3:10]. Given the reactants [OH-].[Na+].O1CCCC1.[C:8]([O:12][C:13]([NH:15][C@H:16]1[CH2:21][CH2:20][CH2:19][CH2:18][C@H:17]1[NH:22][C:23]1[C:32]([F:33])=[CH:31][C:26]([C:27]([O:29]C)=[O:28])=[C:25]([Cl:34])[N:24]=1)=[O:14])([CH3:11])([CH3:10])[CH3:9], predict the reaction product. (7) Given the reactants [OH-:1].[Na+].[CH:3]([O:6][C:7]([N:9]1[CH2:15][CH2:14][CH2:13][CH:12]([N:16]([C:32](=[O:34])[CH3:33])[CH2:17][C:18]2[CH:23]=[C:22]([C:24]([F:27])([F:26])[F:25])[CH:21]=[C:20]([C:28]([F:31])([F:30])[F:29])[CH:19]=2)[C:11]2[CH:35]=[C:36](Br)[CH:37]=[CH:38][C:10]1=2)=[O:8])([CH3:5])[CH3:4].Cl.[CH3:41][OH:42], predict the reaction product. The product is: [C:32]([N:16]([CH2:17][C:18]1[CH:23]=[C:22]([C:24]([F:27])([F:26])[F:25])[CH:21]=[C:20]([C:28]([F:31])([F:30])[F:29])[CH:19]=1)[CH:12]1[CH2:13][CH2:14][CH2:15][N:9]([C:7]([O:6][CH:3]([CH3:5])[CH3:4])=[O:8])[C:10]2[CH:38]=[CH:37][C:36]([C:41]([OH:42])=[O:1])=[CH:35][C:11]1=2)(=[O:34])[CH3:33].